From a dataset of Catalyst prediction with 721,799 reactions and 888 catalyst types from USPTO. Predict which catalyst facilitates the given reaction. (1) Reactant: C([O:8][C:9](=[O:30])[CH2:10][C@H:11]([NH:22][C:23]([O:25][C:26]([CH3:29])([CH3:28])[CH3:27])=[O:24])[CH2:12][N:13]1[C:18](=[O:19])[CH2:17][CH2:16][CH:15]([CH3:20])[C:14]1=[O:21])C1C=CC=CC=1.[H][H]. Product: [C:26]([O:25][C:23]([NH:22][C@H:11]([CH2:12][N:13]1[C:18](=[O:19])[CH2:17][CH2:16][CH:15]([CH3:20])[C:14]1=[O:21])[CH2:10][C:9]([OH:30])=[O:8])=[O:24])([CH3:29])([CH3:27])[CH3:28]. The catalyst class is: 19. (2) Reactant: [NH2:1][C:2]1[CH:3]=[C:4]([N:9]([CH3:25])[C:10]2[N:15]=[C:14]3[S:16][C:17]([NH:19][C:20]([CH:22]4[CH2:24][CH2:23]4)=[O:21])=[N:18][C:13]3=[CH:12][CH:11]=2)[CH:5]=[CH:6][C:7]=1[F:8].[N:26]([C:29]1[CH:34]=[CH:33][C:32]([O:35][C:36]([F:39])([F:38])[F:37])=[CH:31][CH:30]=1)=[C:27]=[O:28].N1C=CC=CC=1. Product: [F:8][C:7]1[CH:6]=[CH:5][C:4]([N:9]([CH3:25])[C:10]2[N:15]=[C:14]3[S:16][C:17]([NH:19][C:20]([CH:22]4[CH2:23][CH2:24]4)=[O:21])=[N:18][C:13]3=[CH:12][CH:11]=2)=[CH:3][C:2]=1[NH:1][C:27](=[O:28])[NH:26][C:29]1[CH:34]=[CH:33][C:32]([O:35][C:36]([F:37])([F:39])[F:38])=[CH:31][CH:30]=1. The catalyst class is: 42. (3) Reactant: [Cl:1][C:2]1[CH:3]=[CH:4][C:5](F)=[C:6]([CH:9]=1)[CH:7]=[O:8].[C:11]([C:13]1[CH:18]=[CH:17][C:16]([OH:19])=[CH:15][CH:14]=1)#[N:12].C([O-])([O-])=O.[K+].[K+]. Product: [Cl:1][C:2]1[CH:3]=[CH:4][C:5]([O:19][C:16]2[CH:17]=[CH:18][C:13]([C:11]#[N:12])=[CH:14][CH:15]=2)=[C:6]([CH:7]=[O:8])[CH:9]=1. The catalyst class is: 80. (4) Reactant: [NH:1]1[CH2:6][CH2:5][CH:4]([CH2:7][NH:8][C:9](=[O:15])[O:10][C:11]([CH3:14])([CH3:13])[CH3:12])[CH2:3][CH2:2]1.[C:16](Cl)(=[O:27])[O:17][CH2:18][C:19]1[CH:24]=[C:23]([Cl:25])[CH:22]=[C:21]([Cl:26])[CH:20]=1.C(=O)(O)[O-].[Na+]. Product: [C:11]([O:10][C:9]([NH:8][CH2:7][CH:4]1[CH2:5][CH2:6][N:1]([C:16]([O:17][CH2:18][C:19]2[CH:20]=[C:21]([Cl:26])[CH:22]=[C:23]([Cl:25])[CH:24]=2)=[O:27])[CH2:2][CH2:3]1)=[O:15])([CH3:12])([CH3:14])[CH3:13]. The catalyst class is: 2. (5) Reactant: Cl[C:2]1[N:7]=[CH:6][N:5]=[C:4]2[N:8]([C:11]3[CH:16]=[CH:15][C:14]([S:17]([CH3:20])(=[O:19])=[O:18])=[CH:13][CH:12]=3)[N:9]=[CH:10][C:3]=12.[C:21]([O:25][C:26](=[O:35])[NH:27][CH:28]1[CH2:33][CH2:32][CH:31]([NH2:34])[CH2:30][CH2:29]1)([CH3:24])([CH3:23])[CH3:22].C(=O)([O-])[O-].[K+].[K+]. Product: [C:21]([O:25][C:26](=[O:35])[NH:27][CH:28]1[CH2:29][CH2:30][CH:31]([NH:34][C:2]2[N:7]=[CH:6][N:5]=[C:4]3[N:8]([C:11]4[CH:16]=[CH:15][C:14]([S:17]([CH3:20])(=[O:19])=[O:18])=[CH:13][CH:12]=4)[N:9]=[CH:10][C:3]=23)[CH2:32][CH2:33]1)([CH3:24])([CH3:22])[CH3:23]. The catalyst class is: 1. (6) Reactant: [Cl:1][C:2]1[CH:7]=[CH:6][C:5]([NH:8][C:9]2[N:17]=[C:16]([NH:18][NH2:19])[N:15]=[C:14]3[C:10]=2[N:11]=[CH:12][N:13]3[CH3:20])=[CH:4][CH:3]=1.[CH3:21][C:22](=O)[CH2:23][C:24](=O)[CH3:25].O. Product: [Cl:1][C:2]1[CH:7]=[CH:6][C:5]([NH:8][C:9]2[N:17]=[C:16]([N:18]3[C:24]([CH3:25])=[CH:23][C:22]([CH3:21])=[N:19]3)[N:15]=[C:14]3[C:10]=2[N:11]=[CH:12][N:13]3[CH3:20])=[CH:4][CH:3]=1. The catalyst class is: 8. (7) Reactant: [CH3:1][O:2][C:3]1[CH:4]=[C:5]([N:12]2[CH2:17][CH2:16][N:15]([CH2:18][CH2:19][CH3:20])[CH2:14][CH2:13]2)[CH:6]=[CH:7][C:8]=1[N+:9]([O-])=O.O.NN. Product: [CH3:1][O:2][C:3]1[CH:4]=[C:5]([N:12]2[CH2:13][CH2:14][N:15]([CH2:18][CH2:19][CH3:20])[CH2:16][CH2:17]2)[CH:6]=[CH:7][C:8]=1[NH2:9]. The catalyst class is: 5. (8) The catalyst class is: 11. Reactant: [N:1]1[CH:6]=[CH:5][CH:4]=[C:3]([CH2:7][CH2:8][NH:9][C:10]2[CH:11]=[C:12]([CH:20]=[CH:21][CH:22]=2)[C:13]([O:15][C:16]([CH3:19])([CH3:18])[CH3:17])=[O:14])[CH:2]=1.[CH:23]1([O:28][C:29]2[CH:30]=[C:31](I)[CH:32]=[CH:33][C:34]=2[O:35][CH3:36])[CH2:27][CH2:26][CH2:25][CH2:24]1.CC(C)([O-])C.[Na+].F[B-](F)(F)F.C([PH+](C(C)(C)C)C(C)(C)C)(C)(C)C. Product: [CH:23]1([O:28][C:29]2[CH:30]=[C:31]([N:9]([CH2:8][CH2:7][C:3]3[CH:2]=[N:1][CH:6]=[CH:5][CH:4]=3)[C:10]3[CH:11]=[C:12]([CH:20]=[CH:21][CH:22]=3)[C:13]([O:15][C:16]([CH3:19])([CH3:17])[CH3:18])=[O:14])[CH:32]=[CH:33][C:34]=2[O:35][CH3:36])[CH2:24][CH2:25][CH2:26][CH2:27]1. (9) Reactant: [F:1][CH:2]([F:13])[C:3]1[CH:12]=[C:11]2[C:6]([CH2:7][CH2:8][CH2:9][NH:10]2)=[CH:5][CH:4]=1.[Br:14]N1C(=O)CCC1=O.O. Product: [Br:14][C:4]1[CH:5]=[C:6]2[C:11](=[CH:12][C:3]=1[CH:2]([F:1])[F:13])[NH:10][CH2:9][CH2:8][CH2:7]2. The catalyst class is: 2. (10) Reactant: [Br:1][C:2]1[CH:3]=[C:4]([CH:8]=[C:9]([Br:11])[CH:10]=1)[C:5]([OH:7])=O.[CH3:12][C:13](=[CH:24][C:25]1[CH:30]=[CH:29][CH:28]=[CH:27][CH:26]=1)[CH2:14][NH:15][CH2:16][CH2:17][CH:18]1[CH2:22][CH2:21][CH2:20][N:19]1[CH3:23].Cl.C(N=C=NCCCN(C)C)C.ON1C2C=CC=CC=2N=N1.C(O)(C(F)(F)F)=O. Product: [Br:11][C:9]1[CH:8]=[C:4]([CH:3]=[C:2]([Br:1])[CH:10]=1)[C:5]([N:15]([CH2:14][C:13]([CH3:12])=[CH:24][C:25]1[CH:26]=[CH:27][CH:28]=[CH:29][CH:30]=1)[CH2:16][CH2:17][CH:18]1[CH2:22][CH2:21][CH2:20][N:19]1[CH3:23])=[O:7]. The catalyst class is: 556.